From a dataset of Catalyst prediction with 721,799 reactions and 888 catalyst types from USPTO. Predict which catalyst facilitates the given reaction. (1) Reactant: [CH:1]([NH:4][C:5]([C:7]1[C:15]2[C:11](=[CH:12][NH:13][N:14]=2)[CH:10]=[C:9]([CH3:16])[C:8]=1[NH:17][C:18]([C:20]1[N:21]([C:27]2[C:32]([Cl:33])=[CH:31][CH:30]=[CH:29][N:28]=2)[N:22]=[C:23]([O:25][CH3:26])[CH:24]=1)=[O:19])=[O:6])([CH3:3])[CH3:2].C(N(C(C)C)CC)(C)C.Cl[CH2:44][O:45][CH3:46]. Product: [CH:1]([NH:4][C:5]([C:7]1[C:15]2[C:11](=[CH:12][N:13]([CH2:44][O:45][CH3:46])[N:14]=2)[CH:10]=[C:9]([CH3:16])[C:8]=1[NH:17][C:18]([C:20]1[N:21]([C:27]2[C:32]([Cl:33])=[CH:31][CH:30]=[CH:29][N:28]=2)[N:22]=[C:23]([O:25][CH3:26])[CH:24]=1)=[O:19])=[O:6])([CH3:3])[CH3:2]. The catalyst class is: 1. (2) Reactant: [NH2:1][C:2]1[CH:7]=[CH:6][C:5]([OH:8])=[CH:4][C:3]=1[N+:9]([O-:11])=[O:10].CC([O-])(C)C.[K+].[CH:18]1[CH:23]=[CH:22][C:21]([CH2:24]Br)=[CH:20][CH:19]=1.[NH4+].[Cl-]. Product: [CH2:24]([O:8][C:5]1[CH:6]=[CH:7][C:2]([NH2:1])=[C:3]([N+:9]([O-:11])=[O:10])[CH:4]=1)[C:21]1[CH:22]=[CH:23][CH:18]=[CH:19][CH:20]=1. The catalyst class is: 3. (3) Reactant: [F:1][C:2]1[CH:39]=[CH:38][C:5]2[C:6]([CH:9]3[CH2:14][CH2:13][N:12]([CH2:15][CH2:16][C:17]4[C:22](=[O:23])[N:21]5[CH2:24][CH2:25][CH2:26][CH:27]([O:28][CH2:29][CH2:30][CH2:31][CH2:32][CH2:33][C:34](O)=[O:35])[C:20]5=[N:19][C:18]=4[CH3:37])[CH2:11][CH2:10]3)=[N:7][O:8][C:4]=2[CH:3]=1.[C:40]([O:44][C:45]([N:47]1[CH2:52][CH2:51][NH:50][CH2:49][CH2:48]1)=[O:46])([CH3:43])([CH3:42])[CH3:41].C(N(C(C)C)CC)(C)C.C(P(=O)(OCC)OCC)#N. Product: [F:1][C:2]1[CH:39]=[CH:38][C:5]2[C:6]([CH:9]3[CH2:14][CH2:13][N:12]([CH2:15][CH2:16][C:17]4[C:22](=[O:23])[N:21]5[CH2:24][CH2:25][CH2:26][CH:27]([O:28][CH2:29][CH2:30][CH2:31][CH2:32][CH2:33][C:34]([N:50]6[CH2:51][CH2:52][N:47]([C:45]([O:44][C:40]([CH3:43])([CH3:41])[CH3:42])=[O:46])[CH2:48][CH2:49]6)=[O:35])[C:20]5=[N:19][C:18]=4[CH3:37])[CH2:11][CH2:10]3)=[N:7][O:8][C:4]=2[CH:3]=1. The catalyst class is: 46. (4) The catalyst class is: 9. Reactant: [CH:1]1([C:4]2[C:5]([N:26]([CH2:31][C:32]3[CH:37]=[CH:36][C:35]([O:38][CH3:39])=[CH:34][CH:33]=3)[S:27]([CH3:30])(=[O:29])=[O:28])=[CH:6][C:7]3[O:11][C:10]([C:12]4[CH:17]=[CH:16][C:15]([F:18])=[CH:14][CH:13]=4)=[C:9]([C:19]4[NH:23][C:22](=[O:24])[O:21][N:20]=4)[C:8]=3[CH:25]=2)[CH2:3][CH2:2]1.Br[CH2:41][CH2:42][Cl:43].N12CCCN=C1CCCCC2. Product: [Cl:43][CH2:42][CH2:41][N:23]1[C:22](=[O:24])[O:21][N:20]=[C:19]1[C:9]1[C:8]2[CH:25]=[C:4]([CH:1]3[CH2:3][CH2:2]3)[C:5]([N:26]([CH2:31][C:32]3[CH:33]=[CH:34][C:35]([O:38][CH3:39])=[CH:36][CH:37]=3)[S:27]([CH3:30])(=[O:29])=[O:28])=[CH:6][C:7]=2[O:11][C:10]=1[C:12]1[CH:17]=[CH:16][C:15]([F:18])=[CH:14][CH:13]=1. (5) Reactant: C[Si](C=[N+]=[N-])(C)C.[F:8][C:9]1[C:14]([C:15]([OH:17])=[O:16])=[C:13]([CH3:18])[C:12]([I:19])=[CH:11][CH:10]=1.[CH3:20]O. Product: [F:8][C:9]1[C:14]([C:15]([O:17][CH3:20])=[O:16])=[C:13]([CH3:18])[C:12]([I:19])=[CH:11][CH:10]=1. The catalyst class is: 48. (6) Reactant: [NH2:1][C:2]1[CH:3]=[C:4]([CH:8]2[C:17]([CH3:19])([CH3:18])[CH2:16][C:15]3[C:10](=[CH:11][CH:12]=[C:13]([C:20]#[N:21])[CH:14]=3)[NH:9]2)[CH:5]=[CH:6][CH:7]=1.[CH3:22][O:23][C:24](=[O:29])[C:25](Br)([CH3:27])[CH3:26].C(=O)([O-])[O-].[K+].[K+]. Product: [CH3:22][O:23][C:24](=[O:29])[C:25]([NH:1][C:2]1[CH:7]=[CH:6][CH:5]=[C:4]([CH:8]2[C:17]([CH3:18])([CH3:19])[CH2:16][C:15]3[C:10](=[CH:11][CH:12]=[C:13]([C:20]#[N:21])[CH:14]=3)[NH:9]2)[CH:3]=1)([CH3:27])[CH3:26]. The catalyst class is: 9. (7) Reactant: [CH2:1]([O:8][C:9]1[CH:19]=[C:12]2[C:13](=[O:18])[NH:14][CH2:15][CH2:16][CH2:17][N:11]2[N:10]=1)[C:2]1[CH:7]=[CH:6][CH:5]=[CH:4][CH:3]=1.I[C:21]1[CH:26]=[CH:25][C:24]([F:27])=[CH:23][CH:22]=1.CN(C)CCN. Product: [CH2:1]([O:8][C:9]1[CH:19]=[C:12]2[C:13](=[O:18])[N:14]([C:21]3[CH:26]=[CH:25][C:24]([F:27])=[CH:23][CH:22]=3)[CH2:15][CH2:16][CH2:17][N:11]2[N:10]=1)[C:2]1[CH:3]=[CH:4][CH:5]=[CH:6][CH:7]=1. The catalyst class is: 185. (8) Reactant: C([O:4][C:5]1[CH:6]=[CH:7][C:8]([C:11]2[CH:12]=[C:13]([C:24]3[CH:29]=[CH:28][CH:27]=[CH:26][C:25]=3[C:30]#[N:31])[C:14](=[O:23])[N:15]([C:17]3[CH:22]=[CH:21][CH:20]=[CH:19][CH:18]=3)[CH:16]=2)=[N:9][CH:10]=1)(=O)C.C(=O)([O-])[O-].[K+].[K+].CO. Product: [C:30]([C:25]1[CH:26]=[CH:27][CH:28]=[CH:29][C:24]=1[C:13]1[C:14](=[O:23])[N:15]([C:17]2[CH:18]=[CH:19][CH:20]=[CH:21][CH:22]=2)[CH:16]=[C:11]([C:8]2[CH:7]=[CH:6][C:5]([OH:4])=[CH:10][N:9]=2)[CH:12]=1)#[N:31]. The catalyst class is: 13.